This data is from Catalyst prediction with 721,799 reactions and 888 catalyst types from USPTO. The task is: Predict which catalyst facilitates the given reaction. (1) Reactant: [Br:1][C:2]1[CH:9]=[C:8]([S:10][C:11]2[CH:16]=[CH:15][CH:14]=[C:13]([Cl:17])[CH:12]=2)[CH:7]=[CH:6][C:3]=1[CH2:4][OH:5].C(N(CC)C(C)C)(C)C.[CH3:27][O:28][CH2:29]Cl.O. Product: [Br:1][C:2]1[CH:9]=[C:8]([S:10][C:11]2[CH:16]=[CH:15][CH:14]=[C:13]([Cl:17])[CH:12]=2)[CH:7]=[CH:6][C:3]=1[CH2:4][O:5][CH2:27][O:28][CH3:29]. The catalyst class is: 2. (2) Reactant: [F:1][C:2]([F:14])([F:13])[C:3]1[C:4]([C:9]([O:11]C)=[O:10])=[N:5][CH:6]=[CH:7][N:8]=1.[OH-].[K+]. Product: [F:14][C:2]([F:1])([F:13])[C:3]1[C:4]([C:9]([OH:11])=[O:10])=[N:5][CH:6]=[CH:7][N:8]=1. The catalyst class is: 40. (3) Reactant: [Si]([O:8][CH2:9][CH2:10][N:11]1[CH2:15][C:14](=[O:16])[N:13]([CH2:17][CH2:18][CH2:19][CH2:20][N:21]2[CH2:26][CH2:25][N:24]([C:27]3[CH:32]=[CH:31][CH:30]=[CH:29][C:28]=3[O:33][CH3:34])[CH2:23][CH2:22]2)[C:12]1=[O:35])(C(C)(C)C)(C)C.[F-].C([N+](CCCC)(CCCC)CCCC)CCC. Product: [OH:8][CH2:9][CH2:10][N:11]1[CH2:15][C:14](=[O:16])[N:13]([CH2:17][CH2:18][CH2:19][CH2:20][N:21]2[CH2:26][CH2:25][N:24]([C:27]3[CH:32]=[CH:31][CH:30]=[CH:29][C:28]=3[O:33][CH3:34])[CH2:23][CH2:22]2)[C:12]1=[O:35]. The catalyst class is: 7.